From a dataset of NCI-60 drug combinations with 297,098 pairs across 59 cell lines. Regression. Given two drug SMILES strings and cell line genomic features, predict the synergy score measuring deviation from expected non-interaction effect. Drug 1: CCC1=CC2CC(C3=C(CN(C2)C1)C4=CC=CC=C4N3)(C5=C(C=C6C(=C5)C78CCN9C7C(C=CC9)(C(C(C8N6C)(C(=O)OC)O)OC(=O)C)CC)OC)C(=O)OC.C(C(C(=O)O)O)(C(=O)O)O. Drug 2: C#CCC(CC1=CN=C2C(=N1)C(=NC(=N2)N)N)C3=CC=C(C=C3)C(=O)NC(CCC(=O)O)C(=O)O. Cell line: OVCAR-8. Synergy scores: CSS=28.2, Synergy_ZIP=-0.163, Synergy_Bliss=0.0529, Synergy_Loewe=0.625, Synergy_HSA=0.164.